This data is from Peptide-MHC class I binding affinity with 185,985 pairs from IEDB/IMGT. The task is: Regression. Given a peptide amino acid sequence and an MHC pseudo amino acid sequence, predict their binding affinity value. This is MHC class I binding data. (1) The binding affinity (normalized) is 0.180. The peptide sequence is QFLKFSLPFPFLYKFLL. The MHC is HLA-B35:03 with pseudo-sequence HLA-B35:03. (2) The peptide sequence is RARLWPRSM. The MHC is HLA-B07:02 with pseudo-sequence HLA-B07:02. The binding affinity (normalized) is 0.381. (3) The binding affinity (normalized) is 0.210. The MHC is Mamu-B52 with pseudo-sequence Mamu-B52. The peptide sequence is WETLRRGGRW. (4) The peptide sequence is NTRDHVNLV. The MHC is HLA-A23:01 with pseudo-sequence HLA-A23:01. The binding affinity (normalized) is 0.0847. (5) The peptide sequence is YFPDWQNYT. The MHC is HLA-A02:01 with pseudo-sequence HLA-A02:01. The binding affinity (normalized) is 0.00441. (6) The peptide sequence is AIIGLCAYA. The MHC is HLA-A02:01 with pseudo-sequence HLA-A02:01. The binding affinity (normalized) is 0.594. (7) The peptide sequence is FLPQIGGEA. The binding affinity (normalized) is 0.578. The MHC is HLA-A02:06 with pseudo-sequence HLA-A02:06.